This data is from Catalyst prediction with 721,799 reactions and 888 catalyst types from USPTO. The task is: Predict which catalyst facilitates the given reaction. (1) The catalyst class is: 278. Reactant: [OH-].[Li+].[CH3:3][C:4]1([CH3:29])[CH2:13][CH2:12][C:11]([CH3:15])([CH3:14])[C:10]2[CH:9]=[C:8]([Se:16][C:17]#[C:18][C:19]3[CH:28]=[CH:27][C:22]([C:23]([O:25]C)=[O:24])=[CH:21][CH:20]=3)[CH:7]=[CH:6][C:5]1=2.C(OCC)C.O.Cl. Product: [CH3:3][C:4]1([CH3:29])[CH2:13][CH2:12][C:11]([CH3:14])([CH3:15])[C:10]2[CH:9]=[C:8]([Se:16][C:17]#[C:18][C:19]3[CH:20]=[CH:21][C:22]([C:23]([OH:25])=[O:24])=[CH:27][CH:28]=3)[CH:7]=[CH:6][C:5]1=2. (2) Reactant: [Br:1][C:2]1[N:6]([CH2:7][O:8][CH2:9][CH2:10][Si:11]([CH3:14])([CH3:13])[CH3:12])[C:5]([N:15]2[CH2:20][CH2:19][N:18](S(CC)(=O)=O)[CH2:17][CH2:16]2)=[N:4][C:3]=1[C:26]1[CH:27]=[C:28]([O:33][CH3:34])[C:29]([NH2:32])=[N:30][CH:31]=1. Product: [Br:1][C:2]1[N:6]([CH2:7][O:8][CH2:9][CH2:10][Si:11]([CH3:14])([CH3:13])[CH3:12])[C:5]([N:15]2[CH2:16][CH2:17][NH:18][CH2:19][CH2:20]2)=[N:4][C:3]=1[C:26]1[CH:27]=[C:28]([O:33][CH3:34])[C:29]([NH2:32])=[N:30][CH:31]=1. The catalyst class is: 118. (3) Reactant: Br[C:2]1[C:10]2[C:5](=[N:6][C:7]([NH:11][CH2:12][CH2:13][CH2:14][CH3:15])=[N:8][CH:9]=2)[N:4]([C@H:16]2[CH2:21][CH2:20][C@H:19]([OH:22])[CH2:18][CH2:17]2)[N:3]=1.[CH3:23][N:24]1[CH2:29][CH2:28][N:27]([CH2:30][C:31]2[CH:36]=[CH:35][C:34](B3OC(C)(C)C(C)(C)O3)=[CH:33][CH:32]=2)[CH2:26][CH2:25]1.C(=O)([O-])[O-].[K+].[K+]. Product: [CH2:12]([NH:11][C:7]1[N:6]=[C:5]2[N:4]([C@H:16]3[CH2:21][CH2:20][C@H:19]([OH:22])[CH2:18][CH2:17]3)[N:3]=[C:2]([C:34]3[CH:33]=[CH:32][C:31]([CH2:30][N:27]4[CH2:28][CH2:29][N:24]([CH3:23])[CH2:25][CH2:26]4)=[CH:36][CH:35]=3)[C:10]2=[CH:9][N:8]=1)[CH2:13][CH2:14][CH3:15]. The catalyst class is: 667.